From a dataset of HIV replication inhibition screening data with 41,000+ compounds from the AIDS Antiviral Screen. Binary Classification. Given a drug SMILES string, predict its activity (active/inactive) in a high-throughput screening assay against a specified biological target. (1) The drug is CC1(C)OC(=O)CC12CCN(Cc1ccccc1)CC2. The result is 0 (inactive). (2) The compound is CN1C(c2ccccc2)CC(=NOCc2ccccc2)CC1c1ccccc1. The result is 0 (inactive). (3) The drug is O=[N+]([O-])C=Cc1cc2ccc3ccccc3c2[nH]1. The result is 0 (inactive). (4) The drug is COCOC1C=CCCCc2cc(C)c(o2)CC1. The result is 0 (inactive). (5) The compound is CN(C)CCC1(c2ccccc2)C=Cc2ccccc21. The result is 0 (inactive). (6) The drug is COC(=O)C12C=CC(=O)C3CC(C(C(C)C)C1)C32OC. The result is 0 (inactive).